Dataset: Full USPTO retrosynthesis dataset with 1.9M reactions from patents (1976-2016). Task: Predict the reactants needed to synthesize the given product. (1) Given the product [CH3:9][O:10][C:11]1[CH:16]=[CH:15][C:14]([C:17]2[N:18]=[C:19]3[N:23]([C:24]=2/[CH:25]=[CH:2]/[C:1]([C:4]2[S:5][CH:6]=[CH:7][CH:8]=2)=[O:3])[CH:22]=[CH:21][S:20]3)=[CH:13][CH:12]=1, predict the reactants needed to synthesize it. The reactants are: [C:1]([C:4]1[S:5][CH:6]=[CH:7][CH:8]=1)(=[O:3])[CH3:2].[CH3:9][O:10][C:11]1[CH:16]=[CH:15][C:14]([C:17]2[N:18]=[C:19]3[N:23]([C:24]=2[CH:25]=O)[CH:22]=[CH:21][S:20]3)=[CH:13][CH:12]=1.[OH-].[Na+]. (2) Given the product [C:1]([O:5][C:6]([N:8]1[CH2:12][CH2:11][CH:10]([N:13]2[CH:18]=[C:17]([Br:21])[C:16](=[O:19])[NH:15][C:14]2=[O:20])[CH2:9]1)=[O:7])([CH3:4])([CH3:2])[CH3:3], predict the reactants needed to synthesize it. The reactants are: [C:1]([O:5][C:6]([N:8]1[CH2:12][CH2:11][CH:10]([N:13]2[CH:18]=[CH:17][C:16](=[O:19])[NH:15][C:14]2=[O:20])[CH2:9]1)=[O:7])([CH3:4])([CH3:3])[CH3:2].[Br:21]N1C(=O)CCC1=O. (3) Given the product [CH2:19]([O:18][CH2:17][CH2:16][O:15][CH2:14][C:9]1[N:10]([CH:11]([CH3:13])[CH3:12])[C:4]2[CH:3]=[C:2]([NH:35][C:33]3[CH:32]=[CH:31][N:30]=[C:29]([N:26]4[CH2:25][CH2:24][CH:23]([O:22][CH3:21])[CH2:28][CH2:27]4)[N:34]=3)[N:7]=[CH:6][C:5]=2[N:8]=1)[CH3:20], predict the reactants needed to synthesize it. The reactants are: Cl[C:2]1[N:7]=[CH:6][C:5]2[N:8]=[C:9]([CH2:14][O:15][CH2:16][CH2:17][O:18][CH2:19][CH3:20])[N:10]([CH:11]([CH3:13])[CH3:12])[C:4]=2[CH:3]=1.[CH3:21][O:22][CH:23]1[CH2:28][CH2:27][N:26]([C:29]2[N:34]=[C:33]([NH2:35])[CH:32]=[CH:31][N:30]=2)[CH2:25][CH2:24]1.CC(C1C=C(C(C)C)C(C2C=CC=CC=2P(C2CCCCC2)C2CCCCC2)=C(C(C)C)C=1)C.C([O-])([O-])=O.[Cs+].[Cs+]. (4) Given the product [Cl:1][C:2]1[CH:30]=[CH:29][C:5]2[N:6]([C:9]3[S:13][C:12]([C:14](=[O:15])[CH3:31])=[C:11]([O:20][CH2:21][C:22]4[CH:27]=[CH:26][CH:25]=[CH:24][C:23]=4[CH3:28])[CH:10]=3)[CH:7]=[N:8][C:4]=2[CH:3]=1, predict the reactants needed to synthesize it. The reactants are: [Cl:1][C:2]1[CH:30]=[CH:29][C:5]2[N:6]([C:9]3[S:13][C:12]([C:14](N(OC)C)=[O:15])=[C:11]([O:20][CH2:21][C:22]4[CH:27]=[CH:26][CH:25]=[CH:24][C:23]=4[CH3:28])[CH:10]=3)[CH:7]=[N:8][C:4]=2[CH:3]=1.[CH3:31][Mg]Br. (5) Given the product [Br:31][C:28]1[CH:29]=[CH:30][C:25]([CH:5]([C:3]#[N:4])[C:6]2[CH:23]=[CH:22][C:9]3[CH2:10][CH2:11][N:12]([C:15]([O:17][C:18]([CH3:21])([CH3:19])[CH3:20])=[O:16])[CH2:13][CH2:14][C:8]=3[CH:7]=2)=[N:26][CH:27]=1, predict the reactants needed to synthesize it. The reactants are: [H-].[Na+].[C:3]([CH2:5][C:6]1[CH:23]=[CH:22][C:9]2[CH2:10][CH2:11][N:12]([C:15]([O:17][C:18]([CH3:21])([CH3:20])[CH3:19])=[O:16])[CH2:13][CH2:14][C:8]=2[CH:7]=1)#[N:4].Br[C:25]1[CH:30]=[CH:29][C:28]([Br:31])=[CH:27][N:26]=1. (6) The reactants are: [CH:1]([O:4][C:5]([N:7]1[CH2:12][CH2:11][CH:10]([CH:13]2[O:22][C:16]3=[CH:17][N:18]=[C:19](Cl)[CH:20]=[C:15]3[CH2:14]2)[CH2:9][CH2:8]1)=[O:6])([CH3:3])[CH3:2].[CH3:23][S:24]([C:27]1[CH:32]=[CH:31][C:30](B(O)O)=[CH:29][CH:28]=1)(=[O:26])=[O:25]. Given the product [CH:1]([O:4][C:5]([N:7]1[CH2:12][CH2:11][CH:10]([CH:13]2[O:22][C:16]3=[CH:17][N:18]=[C:19]([C:30]4[CH:31]=[CH:32][C:27]([S:24]([CH3:23])(=[O:26])=[O:25])=[CH:28][CH:29]=4)[CH:20]=[C:15]3[CH2:14]2)[CH2:9][CH2:8]1)=[O:6])([CH3:3])[CH3:2], predict the reactants needed to synthesize it. (7) Given the product [C:24]([CH2:23][N:16]1[CH2:15][CH2:14][CH2:13][NH:12][CH2:11][CH2:10][N:9]([CH2:8][C:1]([O:3][C:4]([CH3:6])([CH3:5])[CH3:7])=[O:2])[CH2:22][CH2:21][CH2:20][N:19]([CH3:31])[CH2:18][CH2:17]1)([O:26][C:27]([CH3:30])([CH3:29])[CH3:28])=[O:25], predict the reactants needed to synthesize it. The reactants are: [C:1]([CH2:8][N:9]1[CH2:22][CH2:21][CH2:20][NH:19][CH2:18][CH2:17][N:16]([CH2:23][C:24]([O:26][C:27]([CH3:30])([CH3:29])[CH3:28])=[O:25])[CH2:15][CH2:14][CH2:13][NH:12][CH2:11][CH2:10]1)([O:3][C:4]([CH3:7])([CH3:6])[CH3:5])=[O:2].[CH3:31]I. (8) Given the product [OH:2][CH2:1][C:3]1[N:8]=[CH:7][N:6]=[C:5]([NH:9][C:10](=[O:16])[O:11][C:12]([CH3:14])([CH3:13])[CH3:15])[CH:4]=1, predict the reactants needed to synthesize it. The reactants are: [CH:1]([C:3]1[N:8]=[CH:7][N:6]=[C:5]([NH:9][C:10](=[O:16])[O:11][C:12]([CH3:15])([CH3:14])[CH3:13])[CH:4]=1)=[O:2].[BH4-].[Na+].O. (9) Given the product [NH2:1][CH:11]1[C:10]2[C:5](=[CH:6][CH:7]=[C:8]([CH2:14][C:15]([NH:17][CH:18]3[C:27]4[C:22](=[CH:23][CH:24]=[CH:25][CH:26]=4)[CH2:21][CH2:20][CH2:19]3)=[O:16])[CH:9]=2)[O:4][C:3]([CH3:28])([CH3:2])[CH:12]1[OH:13], predict the reactants needed to synthesize it. The reactants are: [NH3:1].[CH3:2][C:3]1([CH3:28])[CH:12]2[O:13][CH:11]2[C:10]2[CH:9]=[C:8]([CH2:14][C:15]([NH:17][CH:18]3[C:27]4[C:22](=[CH:23][CH:24]=[CH:25][CH:26]=4)[CH2:21][CH2:20][CH2:19]3)=[O:16])[CH:7]=[CH:6][C:5]=2[O:4]1.ClCCl.CO. (10) Given the product [CH3:1][N:2]1[C:10]2[C:5](=[CH:6][CH:7]=[CH:8][CH:9]=2)[C:4]([CH2:11][CH:12]([CH3:14])[CH3:13])=[C:3]1[C:15]([NH:17][C@H:18]([C:23]([NH:25][CH:26]([C:35](=[O:38])[CH2:36][O:51][C:43]1[C:44]([F:50])=[C:45]([F:49])[CH:46]=[C:47]([F:48])[C:42]=1[F:41])[CH2:27][C:28]([O:30][C:31]([CH3:34])([CH3:33])[CH3:32])=[O:29])=[O:24])[CH2:19][CH:20]([CH3:22])[CH3:21])=[O:16], predict the reactants needed to synthesize it. The reactants are: [CH3:1][N:2]1[C:10]2[C:5](=[CH:6][CH:7]=[CH:8][CH:9]=2)[C:4]([CH2:11][CH:12]([CH3:14])[CH3:13])=[C:3]1[C:15]([NH:17][C@H:18]([C:23]([NH:25][CH:26]([C:35](=[O:38])[CH2:36]Br)[CH2:27][C:28]([O:30][C:31]([CH3:34])([CH3:33])[CH3:32])=[O:29])=[O:24])[CH2:19][CH:20]([CH3:22])[CH3:21])=[O:16].[F-].[K+].[F:41][C:42]1[C:47]([F:48])=[CH:46][C:45]([F:49])=[C:44]([F:50])[C:43]=1[OH:51].CCCCCC.CCOC(C)=O.